This data is from Catalyst prediction with 721,799 reactions and 888 catalyst types from USPTO. The task is: Predict which catalyst facilitates the given reaction. (1) Reactant: [CH:1]([NH:4][C:5]1[CH:10]=[CH:9][CH:8]=[CH:7][CH:6]=1)([CH3:3])[CH3:2].B(O)(O)O.C1(C)C(C)=CC=CC=1.C([O:25][C:26](=[O:35])[CH2:27][CH2:28][CH2:29][CH2:30][CH2:31][C:32](O)=[O:33])C. Product: [CH:1]([N:4]([C:5]1[CH:10]=[CH:9][CH:8]=[CH:7][CH:6]=1)[C:32](=[O:33])[CH2:31][CH2:30][CH2:29][CH2:28][CH2:27][C:26]([OH:35])=[O:25])([CH3:3])[CH3:2]. The catalyst class is: 84. (2) Reactant: [NH:1]1[C:11]2[C:6](=[CH:7][CH:8]=[CH:9][CH:10]=2)[C:4](=O)[C:2]1=[O:3].[OH-:12].[K+].[C:14]([C:17]1[CH:22]=[CH:21][CH:20]=[CH:19][CH:18]=1)(=O)[CH3:15]. Product: [C:17]1([C:14]2[CH:15]=[C:4]([C:2]([OH:12])=[O:3])[C:6]3[C:11](=[CH:10][CH:9]=[CH:8][CH:7]=3)[N:1]=2)[CH:22]=[CH:21][CH:20]=[CH:19][CH:18]=1. The catalyst class is: 8.